From a dataset of Reaction yield outcomes from USPTO patents with 853,638 reactions. Predict the reaction yield, written as a fraction of the theoretical maximum amount of product (1.0 means a 100% yield; for example, 0.34 means a 34% yield). (1) The reactants are [Cl:1][C:2]1[C:18]([C:19]([C:22]#[N:23])([CH3:21])[CH3:20])=[CH:17][CH:16]=[CH:15][C:3]=1[C:4]([NH:6][C:7]1[CH:12]=[C:11]([OH:13])[CH:10]=[CH:9][C:8]=1[F:14])=[O:5].F[C:25]1[CH:31]=[CH:30][C:28]([NH2:29])=[CH:27][C:26]=1[N+:32]([O-:34])=[O:33].C(=O)([O-])[O-].[Cs+].[Cs+]. The catalyst is CN(C)C=O. The product is [NH2:29][C:28]1[CH:30]=[CH:31][C:25]([O:13][C:11]2[CH:10]=[CH:9][C:8]([F:14])=[C:7]([NH:6][C:4](=[O:5])[C:3]3[CH:15]=[CH:16][CH:17]=[C:18]([C:19]([C:22]#[N:23])([CH3:21])[CH3:20])[C:2]=3[Cl:1])[CH:12]=2)=[C:26]([N+:32]([O-:34])=[O:33])[CH:27]=1. The yield is 0.590. (2) The reactants are [OH:1]C1C2N=NNC=2C=CC=1.[CH:11]1([N:17]=[C:18]=[N:19][CH:20]2[CH2:25][CH2:24][CH2:23][CH2:22][CH2:21]2)[CH2:16][CH2:15][CH2:14][CH2:13][CH2:12]1. The catalyst is C1COCC1. The product is [C:18]([NH:17][CH:11]1[CH2:12][CH2:13][CH2:14][CH2:15][CH2:16]1)([NH:19][CH:20]1[CH2:25][CH2:24][CH2:23][CH2:22][CH2:21]1)=[O:1]. The yield is 0.650. (3) The catalyst is O1CCCC1. The reactants are [CH2:1]([O:8][C:9]1[CH:14]=[CH:13][C:12]([F:15])=[CH:11][C:10]=1[Cl:16])[C:2]1[CH:7]=[CH:6][CH:5]=[CH:4][CH:3]=1.C([Li])CCC.CN(C)[CH:24]=[O:25]. The product is [CH2:1]([O:8][C:9]1[C:10]([Cl:16])=[C:11]([C:12]([F:15])=[CH:13][CH:14]=1)[CH:24]=[O:25])[C:2]1[CH:3]=[CH:4][CH:5]=[CH:6][CH:7]=1. The yield is 0.320.